This data is from Catalyst prediction with 721,799 reactions and 888 catalyst types from USPTO. The task is: Predict which catalyst facilitates the given reaction. (1) Reactant: Cl[C:2]([C:4]1[CH:13]=[CH:12][C:7]([C:8]([O:10][CH3:11])=[O:9])=[CH:6][CH:5]=1)=[O:3].C([N:16]([CH2:19][CH3:20])[CH2:17]C)C.N1CCC1. Product: [N:16]1([C:2]([C:4]2[CH:13]=[CH:12][C:7]([C:8]([O:10][CH3:11])=[O:9])=[CH:6][CH:5]=2)=[O:3])[CH2:17][CH2:20][CH2:19]1. The catalyst class is: 2. (2) Reactant: [F:1][C:2]([F:11])([F:10])[C:3]1[CH:4]=[C:5]([NH2:9])[CH:6]=[CH:7][CH:8]=1.Cl[CH2:13][C:14]([O:16][C:17]([CH3:20])([CH3:19])[CH3:18])=[O:15].C([O-])([O-])=O.[K+].[K+]. Product: [F:1][C:2]([F:10])([F:11])[C:3]1[CH:4]=[C:5]([CH:6]=[CH:7][CH:8]=1)[NH:9][CH2:13][C:14]([O:16][C:17]([CH3:20])([CH3:19])[CH3:18])=[O:15]. The catalyst class is: 21. (3) Reactant: [C:1]([C:4]1[C:12]2[C:7](=[CH:8][CH:9]=[C:10]([C:13]3[CH:14]=[N:15][CH:16]=[N:17][CH:18]=3)[CH:11]=2)[N:6]([CH2:19][C:20]([O:22]C(C)(C)C)=[O:21])[N:5]=1)(=[O:3])[NH2:2]. Product: [C:1]([C:4]1[C:12]2[C:7](=[CH:8][CH:9]=[C:10]([C:13]3[CH:14]=[N:15][CH:16]=[N:17][CH:18]=3)[CH:11]=2)[N:6]([CH2:19][C:20]([OH:22])=[O:21])[N:5]=1)(=[O:3])[NH2:2]. The catalyst class is: 393. (4) Reactant: [Cl:1][C:2]1[CH:7]=[C:6]([CH3:8])[CH:5]=[CH:4][C:3]=1[NH:9][C:10](=[O:44])[CH2:11][C@@H:12]([C:24]1[C:28]([CH:29]([F:31])[F:30])=[C:27]([C:32]2[CH:36]=[C:35]([C:37]([F:43])([F:42])[C:38]([CH3:41])([CH3:40])[CH3:39])[O:34][N:33]=2)[O:26][N:25]=1)[CH2:13][CH2:14][CH2:15][O:16]CC1C=CC=CC=1.ClCCl.B(Br)(Br)Br.C(=O)([O-])O.[Na+]. Product: [Cl:1][C:2]1[CH:7]=[C:6]([CH3:8])[CH:5]=[CH:4][C:3]=1[NH:9][C:10](=[O:44])[CH2:11][C@@H:12]([C:24]1[C:28]([CH:29]([F:30])[F:31])=[C:27]([C:32]2[CH:36]=[C:35]([C:37]([F:42])([F:43])[C:38]([CH3:41])([CH3:39])[CH3:40])[O:34][N:33]=2)[O:26][N:25]=1)[CH2:13][CH2:14][CH2:15][OH:16]. The catalyst class is: 13. (5) Reactant: [Br:1][C:2]1[CH:7]=[CH:6][C:5]([O:8][CH3:9])=[C:4]([CH:10]=[CH:11][CH2:12][CH2:13][O:14][CH3:15])[CH:3]=1.C(O)(=O)C. Product: [Br:1][C:2]1[CH:7]=[CH:6][C:5]([O:8][CH3:9])=[C:4]([CH2:10][CH2:11][CH2:12][CH2:13][O:14][CH3:15])[CH:3]=1. The catalyst class is: 78. (6) Reactant: [C@@H:1]1([OH:7])[CH2:5][CH2:4][CH2:3][C@@H:2]1[OH:6].C(N(CC)CC)C.[S:15](Cl)([CH3:18])(=[O:17])=[O:16]. Product: [CH3:18][S:15]([O:6][C@@H:2]1[CH2:3][CH2:4][CH2:5][C@@H:1]1[O:7][S:15]([CH3:18])(=[O:17])=[O:16])(=[O:17])=[O:16]. The catalyst class is: 34. (7) Reactant: [F:1][C:2]([F:28])([F:27])[C:3]1[CH:8]=[CH:7][CH:6]=[CH:5][C:4]=1[CH2:9][NH:10][C:11]([C@@H:13]1[CH2:18][CH2:17][C@H:16]([NH:19]C(=O)OC(C)(C)C)[CH2:15][CH2:14]1)=[O:12].C(O)(C(F)(F)F)=O. Product: [NH2:19][C@@H:16]1[CH2:15][CH2:14][C@H:13]([C:11]([NH:10][CH2:9][C:4]2[CH:5]=[CH:6][CH:7]=[CH:8][C:3]=2[C:2]([F:1])([F:27])[F:28])=[O:12])[CH2:18][CH2:17]1. The catalyst class is: 2. (8) Reactant: Br[C:2]1[CH:11]=[CH:10][CH:9]=[C:8]2[C:3]=1[CH:4]=[CH:5][C:6]([S:12]([N:15](CC1C=CC(OC)=CC=1OC)[C:16]1[S:20][N:19]=[CH:18][N:17]=1)(=[O:14])=[O:13])=[CH:7]2.[C:32]([C:34]1[CH:39]=[CH:38][C:37](B(O)O)=[C:36]([O:43][CH3:44])[CH:35]=1)#[N:33].P([O-])([O-])([O-])=O.[K+].[K+].[K+].O1CCOCC1. Product: [C:32]([C:34]1[CH:39]=[CH:38][C:37]([C:2]2[CH:11]=[CH:10][CH:9]=[C:8]3[C:3]=2[CH:4]=[CH:5][C:6]([S:12]([NH:15][C:16]2[S:20][N:19]=[CH:18][N:17]=2)(=[O:14])=[O:13])=[CH:7]3)=[C:36]([O:43][CH3:44])[CH:35]=1)#[N:33]. The catalyst class is: 6.